Dataset: Peptide-MHC class I binding affinity with 185,985 pairs from IEDB/IMGT. Task: Regression. Given a peptide amino acid sequence and an MHC pseudo amino acid sequence, predict their binding affinity value. This is MHC class I binding data. (1) The peptide sequence is ALYGWTVLV. The MHC is HLA-A02:19 with pseudo-sequence HLA-A02:19. The binding affinity (normalized) is 1.00. (2) The peptide sequence is VRVCACPGR. The MHC is HLA-A26:02 with pseudo-sequence HLA-A26:02. The binding affinity (normalized) is 0.0847. (3) The peptide sequence is TDSGPKANII. The MHC is Mamu-B01 with pseudo-sequence Mamu-B01. The binding affinity (normalized) is 0.